From a dataset of Reaction yield outcomes from USPTO patents with 853,638 reactions. Predict the reaction yield, written as a fraction of the theoretical maximum amount of product (1.0 means a 100% yield; for example, 0.34 means a 34% yield). (1) The reactants are [NH2:1][C:2]1[S:3][C:4]2[C:9]([N:10]=1)=[CH:8][CH:7]=[C:6]([O:11][C:12]1[CH:13]=[C:14]([CH:19]=[CH:20][CH:21]=1)[C:15]([O:17]C)=[O:16])[N:5]=2.C(N(CC)CC)C.[CH:29]1([C:32](Cl)=[O:33])[CH2:31][CH2:30]1. The catalyst is O1CCCC1.O. The product is [CH:29]1([C:32]([NH:1][C:2]2[S:3][C:4]3[C:9]([N:10]=2)=[CH:8][CH:7]=[C:6]([O:11][C:12]2[CH:13]=[C:14]([CH:19]=[CH:20][CH:21]=2)[C:15]([OH:17])=[O:16])[N:5]=3)=[O:33])[CH2:31][CH2:30]1. The yield is 0.790. (2) The reactants are [F:1][C:2]1[C:7]([F:8])=[CH:6][C:5]([C:9]2([CH2:24]O)[C:17]3[C:12](=[CH:13][CH:14]=[CH:15][CH:16]=3)[N:11]([CH2:18][CH2:19][CH2:20][CH2:21][CH3:22])[C:10]2=[O:23])=[C:4]([OH:26])[CH:3]=1.C1(CCN2C3C(=CC=CC=3)C(C3C(O)=CC4OCOC=4C=3)(CO)C2=O)CC1. No catalyst specified. The product is [F:8][C:7]1[C:2]([F:1])=[CH:3][C:4]2[O:26][CH2:24][C:9]3([C:17]4[C:12](=[CH:13][CH:14]=[CH:15][CH:16]=4)[N:11]([CH2:18][CH2:19][CH2:20][CH2:21][CH3:22])[C:10]3=[O:23])[C:5]=2[CH:6]=1. The yield is 0.710.